Task: Regression. Given two drug SMILES strings and cell line genomic features, predict the synergy score measuring deviation from expected non-interaction effect.. Dataset: NCI-60 drug combinations with 297,098 pairs across 59 cell lines (1) Drug 1: C1=NC2=C(N=C(N=C2N1C3C(C(C(O3)CO)O)O)F)N. Drug 2: CS(=O)(=O)CCNCC1=CC=C(O1)C2=CC3=C(C=C2)N=CN=C3NC4=CC(=C(C=C4)OCC5=CC(=CC=C5)F)Cl. Cell line: ACHN. Synergy scores: CSS=22.5, Synergy_ZIP=-7.50, Synergy_Bliss=3.08, Synergy_Loewe=-6.74, Synergy_HSA=2.38. (2) Drug 1: C1=CC(=CC=C1CC(C(=O)O)N)N(CCCl)CCCl.Cl. Drug 2: CC1=C2C(C(=O)C3(C(CC4C(C3C(C(C2(C)C)(CC1OC(=O)C(C(C5=CC=CC=C5)NC(=O)C6=CC=CC=C6)O)O)OC(=O)C7=CC=CC=C7)(CO4)OC(=O)C)O)C)OC(=O)C. Cell line: HT29. Synergy scores: CSS=25.0, Synergy_ZIP=-6.38, Synergy_Bliss=-13.3, Synergy_Loewe=-39.1, Synergy_HSA=-13.5.